This data is from Full USPTO retrosynthesis dataset with 1.9M reactions from patents (1976-2016). The task is: Predict the reactants needed to synthesize the given product. (1) Given the product [F:14][C:12]1[C:8]2[NH:9][CH:10]=[N:11][C:7]=2[CH:6]=[C:5]([C:3](=[N:2][OH:1])[NH2:4])[CH:13]=1, predict the reactants needed to synthesize it. The reactants are: [OH:1][N:2]=[C:3]([C:5]1[CH:13]=[CH:12][C:8]2[NH:9][CH:10]=[N:11][C:7]=2[CH:6]=1)[NH2:4].[F:14]C1C2NC=NC=2C=C(C#N)C=1. (2) Given the product [C:22]([C:20]1[CH:21]=[C:6]([C:1]([CH2:4][CH3:5])([CH3:3])[CH3:2])[C:7]2[O:8][C:9]3[C:10](=[CH:14][CH:15]=[CH:16][CH:17]=3)[C:11](=[O:12])[C:18]=2[CH:19]=1)([CH2:25][CH3:26])([CH3:24])[CH3:23], predict the reactants needed to synthesize it. The reactants are: [C:1]([C:6]1[CH:21]=[C:20]([C:22]([CH2:25][CH3:26])([CH3:24])[CH3:23])[CH:19]=[CH:18][C:7]=1[O:8][C:9]1[CH:17]=[CH:16][CH:15]=[CH:14][C:10]=1[C:11](O)=[O:12])([CH2:4][CH3:5])([CH3:3])[CH3:2].C(OC(=O)C)(=O)C.S(=O)(=O)(O)O. (3) Given the product [C:1]([O:5][C:6]([NH:8][CH2:9][CH2:10][O:11][NH:12][C:13]([C@@H:15]1[CH2:20][CH2:19][C@@H:18]([NH:21][O:22][CH2:23][C:24]2[CH:25]=[CH:26][CH:27]=[CH:28][CH:29]=2)[CH2:17][NH:16]1)=[O:14])=[O:7])([CH3:4])([CH3:2])[CH3:3], predict the reactants needed to synthesize it. The reactants are: [C:1]([O:5][C:6]([NH:8][CH2:9][CH2:10][O:11][NH:12][C:13]([C@@H:15]1[CH2:20][CH2:19][C@@H:18]([NH:21][O:22][CH2:23][C:24]2[CH:29]=[CH:28][CH:27]=[CH:26][CH:25]=2)[CH2:17][N:16]1C(=O)C(F)(F)F)=[O:14])=[O:7])([CH3:4])([CH3:3])[CH3:2].O.[OH-].[Na+].C(O)(=O)C. (4) Given the product [CH3:3][CH:2]([N:4]1[C:8]([C:30]2[CH2:31][CH2:32][CH2:27][C:33]=2[C:18]([O:19][CH2:24][CH3:25])=[O:21])=[CH:7][CH:6]=[N:5]1)[CH3:1], predict the reactants needed to synthesize it. The reactants are: [CH3:1][CH:2]([N:4]1[C:8](B2OC(C)(C)C(C)(C)O2)=[CH:7][CH:6]=[N:5]1)[CH3:3].[C:18](=[O:21])([O-])[O-:19].[Na+].[Na+].[CH2:24](O)[CH3:25].[C:27]1([CH3:33])[CH:32]=[CH:31][CH:30]=CC=1. (5) Given the product [N:4]1[CH:5]=[CH:6][CH:7]=[CH:8][C:3]=1[NH:1][N:2]=[C:10]1[CH2:14][CH2:13][CH2:12][CH:11]1[C:15]#[N:16], predict the reactants needed to synthesize it. The reactants are: [NH:1]([C:3]1[CH:8]=[CH:7][CH:6]=[CH:5][N:4]=1)[NH2:2].O=[C:10]1[CH2:14][CH2:13][CH2:12][CH:11]1[C:15]#[N:16].Cl. (6) Given the product [CH:4]1[CH:3]=[CH:2][C:1]([NH:7][C:47]([NH:38][C:39]2[CH:44]=[CH:43][CH:42]=[CH:41][CH:40]=2)=[O:48])=[CH:6][CH:5]=1, predict the reactants needed to synthesize it. The reactants are: [C:1]1([N:7]=[N+]=[N-])[CH:6]=[CH:5][CH:4]=[CH:3][CH:2]=1.C1(P(C2C=CC=CC=2)CCP(C2C=CC=CC=2)C2C=CC=CC=2)C=CC=CC=1.[NH2:38][C:39]1[CH:44]=[CH:43][CH:42]=[CH:41][CH:40]=1.C1C[O:48][CH2:47]C1. (7) Given the product [CH3:21][NH:22][C:23]([C:25]1[C:29]2[CH:30]=[CH:31][C:32]([O:34][C:2]3[CH:7]=[CH:6][N:5]=[C:4]4[CH:8]=[C:9]([C:11]([N:13]5[CH2:17][CH2:16][CH2:15][C@H:14]5[CH2:18][O:19][CH3:20])=[O:12])[S:10][C:3]=34)=[CH:33][C:28]=2[O:27][C:26]=1[CH3:35])=[O:24], predict the reactants needed to synthesize it. The reactants are: Cl[C:2]1[CH:7]=[CH:6][N:5]=[C:4]2[CH:8]=[C:9]([C:11]([N:13]3[CH2:17][CH2:16][CH2:15][C@H:14]3[CH2:18][O:19][CH3:20])=[O:12])[S:10][C:3]=12.[CH3:21][NH:22][C:23]([C:25]1[C:29]2[CH:30]=[CH:31][C:32]([OH:34])=[CH:33][C:28]=2[O:27][C:26]=1[CH3:35])=[O:24].C([O-])([O-])=O.[Cs+].[Cs+]. (8) Given the product [Br:8][C:11]1[CH:10]=[CH:9][C:21]2[NH:20][C:19]3[C:14]([C:13]=2[CH:12]=1)=[CH:15][CH:16]=[CH:17][CH:18]=3, predict the reactants needed to synthesize it. The reactants are: C1C(=O)N([Br:8])C(=O)C1.[CH:9]1[C:21]2[NH:20][C:19]3[C:14](=[CH:15][CH:16]=[CH:17][CH:18]=3)[C:13]=2[CH:12]=[CH:11][CH:10]=1.